Dataset: NCI-60 drug combinations with 297,098 pairs across 59 cell lines. Task: Regression. Given two drug SMILES strings and cell line genomic features, predict the synergy score measuring deviation from expected non-interaction effect. (1) Drug 1: CC1=C(C=C(C=C1)NC2=NC=CC(=N2)N(C)C3=CC4=NN(C(=C4C=C3)C)C)S(=O)(=O)N.Cl. Drug 2: CC1C(C(=O)NC(C(=O)N2CCCC2C(=O)N(CC(=O)N(C(C(=O)O1)C(C)C)C)C)C(C)C)NC(=O)C3=C4C(=C(C=C3)C)OC5=C(C(=O)C(=C(C5=N4)C(=O)NC6C(OC(=O)C(N(C(=O)CN(C(=O)C7CCCN7C(=O)C(NC6=O)C(C)C)C)C)C(C)C)C)N)C. Cell line: NCI/ADR-RES. Synergy scores: CSS=-3.11, Synergy_ZIP=0.865, Synergy_Bliss=-2.60, Synergy_Loewe=-4.05, Synergy_HSA=-4.32. (2) Drug 1: CC12CCC(CC1=CCC3C2CCC4(C3CC=C4C5=CN=CC=C5)C)O. Drug 2: CC1=C2C(C(=O)C3(C(CC4C(C3C(C(C2(C)C)(CC1OC(=O)C(C(C5=CC=CC=C5)NC(=O)OC(C)(C)C)O)O)OC(=O)C6=CC=CC=C6)(CO4)OC(=O)C)O)C)O. Synergy scores: CSS=53.5, Synergy_ZIP=14.9, Synergy_Bliss=14.0, Synergy_Loewe=-15.3, Synergy_HSA=12.6. Cell line: SF-268. (3) Drug 1: CC12CCC3C(C1CCC2=O)CC(=C)C4=CC(=O)C=CC34C. Drug 2: CC(C)CN1C=NC2=C1C3=CC=CC=C3N=C2N. Cell line: PC-3. Synergy scores: CSS=42.1, Synergy_ZIP=0.807, Synergy_Bliss=0.560, Synergy_Loewe=1.13, Synergy_HSA=0.747. (4) Drug 1: CCC(=C(C1=CC=CC=C1)C2=CC=C(C=C2)OCCN(C)C)C3=CC=CC=C3.C(C(=O)O)C(CC(=O)O)(C(=O)O)O. Drug 2: C1=CC=C(C=C1)NC(=O)CCCCCCC(=O)NO. Cell line: MDA-MB-435. Synergy scores: CSS=0.870, Synergy_ZIP=-3.05, Synergy_Bliss=-5.33, Synergy_Loewe=-9.23, Synergy_HSA=-6.46. (5) Drug 1: CC1=C(C(CCC1)(C)C)C=CC(=CC=CC(=CC(=O)O)C)C. Drug 2: N.N.Cl[Pt+2]Cl. Cell line: HCT116. Synergy scores: CSS=40.7, Synergy_ZIP=-1.41, Synergy_Bliss=0.351, Synergy_Loewe=-3.51, Synergy_HSA=5.78.